Dataset: Catalyst prediction with 721,799 reactions and 888 catalyst types from USPTO. Task: Predict which catalyst facilitates the given reaction. (1) Reactant: [F:1][C:2]1[CH:11]=[CH:10][CH:9]=[C:8]2[C:3]=1[C:4](=[O:26])[N:5]([CH:23]1[CH2:25][CH2:24]1)[C:6]([C@@H:12]([NH:15]C(=O)OC(C)(C)C)[CH2:13][CH3:14])=[N:7]2.Cl.O.C([O-])(O)=O.[Na+]. Product: [NH2:15][C@H:12]([C:6]1[N:5]([CH:23]2[CH2:24][CH2:25]2)[C:4](=[O:26])[C:3]2[C:8](=[CH:9][CH:10]=[CH:11][C:2]=2[F:1])[N:7]=1)[CH2:13][CH3:14]. The catalyst class is: 25. (2) Reactant: [C:1]([C:4]1[C:13](=[O:14])[C:12]2[C:7](=[CH:8][C:9](Cl)=[C:10]([F:15])[CH:11]=2)[N:6]([CH:17]2[CH2:19][CH2:18]2)[CH:5]=1)([OH:3])=[O:2].N[OH:21].[C:22]([N:29]1[CH:33]=[CH:32]N=C1)(N1C=CN=C1)=[O:23].N1C=CN=C1.[CH3:39][N:40]1[C:44](=[O:45])[CH2:43]CC1. Product: [C:44]([NH:40][CH2:39][C@@H:32]1[O:21][C:22](=[O:23])[N:29]([C:9]2[CH:8]=[C:7]3[C:12]([C:13](=[O:14])[C:4]([C:1]([OH:3])=[O:2])=[CH:5][N:6]3[CH:17]3[CH2:19][CH2:18]3)=[CH:11][C:10]=2[F:15])[CH2:33]1)(=[O:45])[CH3:43]. The catalyst class is: 1. (3) Reactant: [Cl:1][C:2]1[CH:15]=[CH:14][C:13]2[S:12][C:11]3[C:6](=[CH:7][CH:8]=[CH:9][CH:10]=3)[N:5]([CH2:16][C:17]([NH2:19])=O)[C:4]=2[CH:3]=1.[H-].[H-].[H-].[H-].[Li+].[Al+3].[OH-].[Na+].O. Product: [ClH:1].[Cl:1][C:2]1[CH:15]=[CH:14][C:13]2[S:12][C:11]3[C:6](=[CH:7][CH:8]=[CH:9][CH:10]=3)[N:5]([CH2:16][CH2:17][NH2:19])[C:4]=2[CH:3]=1. The catalyst class is: 1. (4) Reactant: Br[C:2]1[C:11]2[C:6](=[CH:7][CH:8]=[CH:9][CH:10]=2)[C:5](=[O:12])[O:4][C:3]=1[C:13]([CH3:21])([CH3:20])[O:14][SiH2:15][C:16]([CH3:19])([CH3:18])[CH3:17].[F:22][C:23]1[CH:24]=[C:25](B(O)O)[CH:26]=[CH:27][C:28]=1[F:29].C([O-])([O-])=O.[Na+].[Na+]. Product: [C:16]([SiH2:15][O:14][C:13]([CH3:21])([CH3:20])[C:3]1[O:4][C:5](=[O:12])[C:6]2[C:11]([C:2]=1[C:27]1[CH:26]=[CH:25][CH:24]=[C:23]([F:22])[C:28]=1[F:29])=[CH:10][CH:9]=[CH:8][CH:7]=2)([CH3:19])([CH3:18])[CH3:17]. The catalyst class is: 117.